From a dataset of Full USPTO retrosynthesis dataset with 1.9M reactions from patents (1976-2016). Predict the reactants needed to synthesize the given product. (1) Given the product [F:1][C:2]1[C:7]([F:8])=[C:6]([N:9]2[CH2:14][CH2:13][O:12][CH2:11][CH2:10]2)[CH:5]=[CH:4][C:3]=1[N:15]1[CH:27]=[C:23]([O:24][CH3:25])[C:22](=[O:26])[C:17]([C:18]([O:20][CH3:21])=[O:19])=[N:16]1, predict the reactants needed to synthesize it. The reactants are: [F:1][C:2]1[C:7]([F:8])=[C:6]([N:9]2[CH2:14][CH2:13][O:12][CH2:11][CH2:10]2)[CH:5]=[CH:4][C:3]=1[NH:15][N:16]=[C:17]([C:22](=[O:26])[CH2:23][O:24][CH3:25])[C:18]([O:20][CH3:21])=[O:19].[CH3:27]OC(OC)N(C)C. (2) Given the product [Br:20][CH2:15][C:13]1[CH:12]=[C:11]([O:17][CH3:18])[C:3]([O:4][CH2:5][C:6]([O:8][CH2:9][CH3:10])=[O:7])=[C:2]([F:1])[CH:14]=1, predict the reactants needed to synthesize it. The reactants are: [F:1][C:2]1[CH:14]=[C:13]([CH2:15]O)[CH:12]=[C:11]([O:17][CH3:18])[C:3]=1[O:4][CH2:5][C:6]([O:8][CH2:9][CH3:10])=[O:7].P(Br)(Br)[Br:20]. (3) The reactants are: [CH3:1][C:2]1[CH:7]=[C:6]([C:8]2[CH:9]=[CH:10][C:11]3[N:17]4[CH2:18][C@H:14]([CH2:15][CH2:16]4)[NH:13][C:12]=3[N:19]=2)[CH:5]=[CH:4][N:3]=1.ClC(Cl)(O[C:24](=[O:30])OC(Cl)(Cl)Cl)Cl.[CH3:32][C:33]1[CH:38]=[CH:37][N:36]=[C:35]([NH2:39])[N:34]=1.CO. Given the product [CH3:1][C:2]1[CH:7]=[C:6]([C:8]2[CH:9]=[CH:10][C:11]3[N:17]4[CH2:18][C@H:14]([CH2:15][CH2:16]4)[N:13]([C:24]([NH:39][C:35]4[N:34]=[C:33]([CH3:32])[CH:38]=[CH:37][N:36]=4)=[O:30])[C:12]=3[N:19]=2)[CH:5]=[CH:4][N:3]=1, predict the reactants needed to synthesize it. (4) Given the product [Cl:21][C:8]1[C:7]([C:5]2[N:6]=[C:2]([CH:30]3[CH2:32][CH2:31]3)[S:3][C:4]=2[C:22]2[CH:27]=[CH:26][N:25]=[C:24]([S:28][CH3:29])[N:23]=2)=[CH:12][C:11]([F:13])=[CH:10][C:9]=1[NH:14][C:15](=[O:20])[C:16]([CH3:19])([CH3:18])[CH3:17], predict the reactants needed to synthesize it. The reactants are: Br[C:2]1[S:3][C:4]([C:22]2[CH:27]=[CH:26][N:25]=[C:24]([S:28][CH3:29])[N:23]=2)=[C:5]([C:7]2[C:8]([Cl:21])=[C:9]([NH:14][C:15](=[O:20])[C:16]([CH3:19])([CH3:18])[CH3:17])[CH:10]=[C:11]([F:13])[CH:12]=2)[N:6]=1.[CH:30]1(B2OC(C)(C)C(C)(C)O2)[CH2:32][CH2:31]1.P([O-])([O-])([O-])=O.[K+].[K+].[K+].C1(P(C2CCCCC2)C2CCCCC2)CCCCC1.C1(B(O)O)CC1. (5) Given the product [C:1]([N:4]1[C:8]2=[N:9][C:10]3[N:11]([CH3:25])[C:12](=[O:24])[N:13]([CH2:17][CH2:18][CH2:19][CH2:20][C@@H:21]([O:23][S:27]([CH3:26])(=[O:29])=[O:28])[CH3:22])[C:14](=[O:16])[C:15]=3[N:7]2[CH2:6][CH2:5]1)(=[O:3])[CH3:2], predict the reactants needed to synthesize it. The reactants are: [C:1]([N:4]1[C:8]2=[N:9][C:10]3[N:11]([CH3:25])[C:12](=[O:24])[N:13]([CH2:17][CH2:18][CH2:19][CH2:20][C@@H:21]([OH:23])[CH3:22])[C:14](=[O:16])[C:15]=3[N:7]2[CH2:6][CH2:5]1)(=[O:3])[CH3:2].[CH3:26][S:27](O[S:27]([CH3:26])(=[O:29])=[O:28])(=[O:29])=[O:28].O. (6) The reactants are: [S:1]1[C:5]2[CH:6]=[CH:7][CH:8]=[CH:9][C:4]=2[NH:3][CH2:2]1.NC1C=CC=CC=1S.C=O.[Cl:20][C:21]1[CH:22]=[C:23]([CH:27]=[C:28]([C:32]#[N:33])[C:29]=1[O:30][CH3:31])[C:24](Cl)=[O:25]. Given the product [Cl:20][C:21]1[CH:22]=[C:23]([CH:27]=[C:28]([C:32]#[N:33])[C:29]=1[O:30][CH3:31])[C:24]([N:3]1[C:4]2[CH:9]=[CH:8][CH:7]=[CH:6][C:5]=2[S:1][CH2:2]1)=[O:25], predict the reactants needed to synthesize it. (7) Given the product [NH2:3][CH:12]([CH2:22][O:23][CH2:24][CH3:25])[CH2:13][NH:14][C:15](=[O:21])[O:16][C:17]([CH3:19])([CH3:20])[CH3:18], predict the reactants needed to synthesize it. The reactants are: O=C1C2C(=CC=CC=2)C(=O)[N:3]1[CH:12]([CH2:22][O:23][CH2:24][CH3:25])[CH2:13][NH:14][C:15](=[O:21])[O:16][C:17]([CH3:20])([CH3:19])[CH3:18].CN.